From a dataset of Full USPTO retrosynthesis dataset with 1.9M reactions from patents (1976-2016). Predict the reactants needed to synthesize the given product. (1) Given the product [F:1][C:2]1[CH:3]=[CH:4][C:5]([C:8]2[O:9][C:20]([C:21]([O:23][CH3:24])=[O:22])=[N:11][N:10]=2)=[N:6][CH:7]=1, predict the reactants needed to synthesize it. The reactants are: [F:1][C:2]1[CH:3]=[CH:4][C:5]([C:8]([NH:10][NH2:11])=[O:9])=[N:6][CH:7]=1.C(N(CC)CC)C.Cl[C:20](=O)[C:21]([O:23][CH3:24])=[O:22].C1(C)C=CC(S(Cl)(=O)=O)=CC=1. (2) Given the product [NH2:8][C:9]1[N:10]=[CH:11][CH:12]=[C:13]2[CH:17]=[C:16]([C:18]([O:20][CH3:21])=[O:19])[NH:15][C:14]=12, predict the reactants needed to synthesize it. The reactants are: C([NH:8][C:9]1[N:10]=[CH:11][CH:12]=[C:13]2[CH:17]=[C:16]([C:18]([O:20][CH3:21])=[O:19])[NH:15][C:14]=12)C1C=CC=CC=1.C([O-])=O.[NH4+]. (3) Given the product [CH3:22][O:23][C:24]([C@@H:26]1[CH2:33][CH2:32][CH2:31][CH2:30][CH2:29][CH2:28][C@@H:27]1[N:34]([CH2:35][C:36]1[CH:41]=[CH:40][C:39]([F:42])=[CH:38][CH:37]=1)[C:17](=[O:19])[CH2:16][C:11]1[NH:10][C:9]2[CH:20]=[CH:21][C:6]([NH:5][S:2]([CH3:1])(=[O:3])=[O:4])=[CH:7][C:8]=2[S:13](=[O:14])(=[O:15])[N:12]=1)=[O:25], predict the reactants needed to synthesize it. The reactants are: [CH3:1][S:2]([NH:5][C:6]1[CH:21]=[CH:20][C:9]2[NH:10][C:11]([CH2:16][C:17]([OH:19])=O)=[N:12][S:13](=[O:15])(=[O:14])[C:8]=2[CH:7]=1)(=[O:4])=[O:3].[CH3:22][O:23][C:24]([C@@H:26]1[CH2:33][CH2:32][CH2:31][CH2:30][CH2:29][CH2:28][C@@H:27]1[NH:34][CH2:35][C:36]1[CH:41]=[CH:40][C:39]([F:42])=[CH:38][CH:37]=1)=[O:25].Cl.CN(C)CCCN=C=NCC.CN1CCOCC1.Cl. (4) Given the product [C:20]([CH2:19][CH2:18][CH2:17][O:15][C:6]1[C:7]2[CH:14]=[CH:13][C:11](=[O:12])[O:10][C:8]=2[CH:9]=[C:4]2[O:3][CH:2]=[CH:1][C:5]=12)#[N:21], predict the reactants needed to synthesize it. The reactants are: [CH:1]1[C:5]2=[C:6]([OH:15])[C:7]3[CH:14]=[CH:13][C:11](=[O:12])[O:10][C:8]=3[CH:9]=[C:4]2[O:3][CH:2]=1.Cl[CH2:17][CH2:18][CH2:19][C:20]#[N:21].C(=O)([O-])[O-].[K+].[K+].[I-].[K+].